This data is from Full USPTO retrosynthesis dataset with 1.9M reactions from patents (1976-2016). The task is: Predict the reactants needed to synthesize the given product. (1) Given the product [CH2:1]([O:3][CH:4]([S:47][CH2:48][CH3:49])[C@@H:5]1[CH2:9][CH2:8][CH2:7][N:6]1[C:10](=[O:46])[C:11]1[CH:16]=[C:15]([O:17][CH3:18])[C:14]([O:19][CH2:20][CH2:21][CH2:22][CH2:23][CH2:24][O:25][C:26]2[C:40]([O:41][CH3:42])=[CH:39][C:29]3[C:30](=[O:38])[N:31]4[CH2:37][CH2:36][CH2:35][C@H:32]4[CH2:33][NH:34][C:28]=3[CH:27]=2)=[CH:13][C:12]=1[NH2:43])[CH3:2], predict the reactants needed to synthesize it. The reactants are: [CH2:1]([O:3][CH:4]([S:47][CH2:48][CH3:49])[C@@H:5]1[CH2:9][CH2:8][CH2:7][N:6]1[C:10](=[O:46])[C:11]1[CH:16]=[C:15]([O:17][CH3:18])[C:14]([O:19][CH2:20][CH2:21][CH2:22][CH2:23][CH2:24][O:25][C:26]2[C:40]([O:41][CH3:42])=[CH:39][C:29]3[C:30](=[O:38])[N:31]4[CH2:37][CH2:36][CH2:35][C@H:32]4[CH2:33][NH:34][C:28]=3[CH:27]=2)=[CH:13][C:12]=1[N+:43]([O-])=O)[CH3:2].CO.O.O.Cl[Sn]Cl.C([O-])(O)=O.[Na+]. (2) Given the product [CH2:21]([C:20]([C:17]1[CH:18]=[CH:19][C:14]([C:11]2[N:12]=[CH:13][C:8]([CH2:7][C:6]([OH:45])=[O:5])=[CH:9][N:10]=2)=[C:15]([CH3:44])[CH:16]=1)([C:23]1[CH:28]=[CH:27][C:26](/[CH:29]=[CH:30]/[C:31]([OH:40])([C:36]([F:38])([F:39])[F:37])[C:32]([F:35])([F:33])[F:34])=[C:25]([CH3:41])[CH:24]=1)[CH2:42][CH3:43])[CH3:22], predict the reactants needed to synthesize it. The reactants are: [OH-].[Na+].C([O:5][C:6](=[O:45])[CH2:7][C:8]1[CH:9]=[N:10][C:11]([C:14]2[CH:19]=[CH:18][C:17]([C:20]([CH2:42][CH3:43])([C:23]3[CH:28]=[CH:27][C:26](/[CH:29]=[CH:30]/[C:31]([OH:40])([C:36]([F:39])([F:38])[F:37])[C:32]([F:35])([F:34])[F:33])=[C:25]([CH3:41])[CH:24]=3)[CH2:21][CH3:22])=[CH:16][C:15]=2[CH3:44])=[N:12][CH:13]=1)C.Cl. (3) Given the product [ClH:1].[Cl:1][C:22]1[CH:23]=[CH:24][CH:25]=[C:26]2[C:28]=1[C:32](=[O:33])[N:10]([C:7]1[CH:8]=[CH:9][C:4]([O:3][CH3:2])=[C:5]([O:11][CH2:12][CH2:13][N:14]3[CH2:19][CH2:18][CH:17]([CH3:20])[CH2:16][CH2:15]3)[CH:6]=1)[CH2:27]2, predict the reactants needed to synthesize it. The reactants are: [ClH:1].[CH3:2][O:3][C:4]1[CH:9]=[CH:8][C:7]([NH2:10])=[CH:6][C:5]=1[O:11][CH2:12][CH2:13][N:14]1[CH2:19][CH2:18][CH:17]([CH3:20])[CH2:16][CH2:15]1.N1[C:26]([CH3:27])=[CH:25][CH:24]=[CH:23][C:22]=1[CH3:28].CN([CH:32]=[O:33])C. (4) Given the product [C:1]([C:3]1[C:4]([N:18]2[CH2:23][CH2:22][N:21]([C:24]([O:26][C:27]([CH3:29])([CH3:28])[CH3:30])=[O:25])[CH2:20][CH2:19]2)=[N:5][C:6]([CH3:17])=[C:7]([C:9]2[O:16][C:13]([CH2:14][CH3:15])=[CH:12][N:11]=2)[CH:8]=1)#[N:2], predict the reactants needed to synthesize it. The reactants are: [C:1]([C:3]1[C:4]([N:18]2[CH2:23][CH2:22][N:21]([C:24]([O:26][C:27]([CH3:30])([CH3:29])[CH3:28])=[O:25])[CH2:20][CH2:19]2)=[N:5][C:6]([CH3:17])=[C:7]([C:9]([NH:11][CH2:12][C:13](=[O:16])[CH2:14][CH3:15])=O)[CH:8]=1)#[N:2].N1C=CC=CC=1.ClC(Cl)(Cl)C(Cl)=O.C(=O)([O-])[O-].[K+].[K+].